Dataset: Reaction yield outcomes from USPTO patents with 853,638 reactions. Task: Predict the reaction yield, written as a fraction of the theoretical maximum amount of product (1.0 means a 100% yield; for example, 0.34 means a 34% yield). (1) The reactants are [Br:1][C:2]1[CH:3]=[C:4]([CH:8]=[C:9](O)[C:10]=1[F:11])[C:5]([OH:7])=[O:6].[C:13]([O-])([O-])=O.[K+].[K+].IC.O.CN([CH:25]=[O:26])C. No catalyst specified. The product is [Br:1][C:2]1[CH:3]=[C:4]([CH:8]=[C:9]([O:26][CH3:25])[C:10]=1[F:11])[C:5]([O:7][CH3:13])=[O:6]. The yield is 0.383. (2) The reactants are Br[C:2]1[C:3]([O:8][CH:9]2[CH2:14][CH2:13][CH:12]([C:15]3[NH:19][C:18]4[CH:20]=[CH:21][CH:22]=[CH:23][C:17]=4[N:16]=3)[CH2:11][CH2:10]2)=[N:4][CH:5]=[CH:6][CH:7]=1.CC1(C)C(C)(C)OB([C:32]2[CH2:33][CH2:34][O:35][CH2:36][CH:37]=2)O1.C([O-])([O-])=O.[Na+].[Na+].O1CCOCC1. The catalyst is C1C=CC(P(C2C=CC=CC=2)[C-]2C=CC=C2)=CC=1.C1C=CC(P(C2C=CC=CC=2)[C-]2C=CC=C2)=CC=1.Cl[Pd]Cl.[Fe+2].O. The product is [O:35]1[CH2:34][CH:33]=[C:32]([C:2]2[C:3]([O:8][CH:9]3[CH2:10][CH2:11][CH:12]([C:15]4[NH:19][C:18]5[CH:20]=[CH:21][CH:22]=[CH:23][C:17]=5[N:16]=4)[CH2:13][CH2:14]3)=[N:4][CH:5]=[CH:6][CH:7]=2)[CH2:37][CH2:36]1. The yield is 0.750. (3) The reactants are [C:1]([C:11]1[CH:18]=[CH:17][C:14]([CH:15]=O)=[CH:13][CH:12]=1)#[C:2][CH2:3][CH2:4][CH2:5][CH2:6][CH2:7][CH2:8][CH2:9][CH3:10].[F:19][C:20]([F:31])([F:30])[C:21]1[CH:26]=[CH:25][C:24]([CH:27]([NH2:29])[CH3:28])=[CH:23][CH:22]=1. No catalyst specified. The product is [C:1]([C:11]1[CH:18]=[CH:17][C:14]([CH2:15][NH:29][CH:27]([C:24]2[CH:23]=[CH:22][C:21]([C:20]([F:19])([F:30])[F:31])=[CH:26][CH:25]=2)[CH3:28])=[CH:13][CH:12]=1)#[C:2][CH2:3][CH2:4][CH2:5][CH2:6][CH2:7][CH2:8][CH2:9][CH3:10]. The yield is 0.540. (4) The reactants are [NH2:1][CH:2]1[CH2:6][CH:5]([N:7]2[C:16]3[CH:15]=[CH:14][CH:13]=[C:12]([Cl:17])[C:11]=3[C:10]3=[N:18][O:19][C:20]([CH3:21])=[C:9]3[C:8]2=[O:22])[CH:4]=[CH:3]1.[O:23]=[C:24]([C:28]1[CH:33]=[C:32]([O:34][CH3:35])[C:31]([O:36][CH3:37])=[C:30]([O:38][CH3:39])[CH:29]=1)[C:25](Cl)=[O:26]. The catalyst is C(Cl)Cl.CN(C1C=CN=CC=1)C. The product is [Cl:17][C:12]1[C:11]2[C:10]3[C:9](=[C:20]([CH3:21])[O:19][N:18]=3)[C:8](=[O:22])[N:7]([CH:5]3[CH2:6][CH:2]([NH:1][C:25](=[O:26])[C:24](=[O:23])[C:28]4[CH:29]=[C:30]([O:38][CH3:39])[C:31]([O:36][CH3:37])=[C:32]([O:34][CH3:35])[CH:33]=4)[CH:3]=[CH:4]3)[C:16]=2[CH:15]=[CH:14][CH:13]=1. The yield is 0.380. (5) The reactants are [Br:1][C:2]1[CH:3]=[C:4]2[C:9](=[CH:10][CH:11]=1)[N:8]=[CH:7][C:6]([C:12]([CH:14]1[CH2:16][CH2:15]1)=[O:13])=[C:5]2Cl.[CH2:18]([N:20]([CH2:28][CH3:29])[CH:21]1[CH2:26][CH2:25][CH:24]([NH2:27])[CH2:23][CH2:22]1)[CH3:19]. No catalyst specified. The product is [Br:1][C:2]1[CH:3]=[C:4]2[C:9](=[CH:10][CH:11]=1)[N:8]=[CH:7][C:6]([C:12]([CH:14]1[CH2:16][CH2:15]1)=[O:13])=[C:5]2[NH:27][CH:24]1[CH2:23][CH2:22][CH:21]([N:20]([CH2:28][CH3:29])[CH2:18][CH3:19])[CH2:26][CH2:25]1. The yield is 0.780. (6) The reactants are Cl[N:2]1[CH:7]=[C:6]([CH3:8])[CH:5]=[CH:4][CH:3]1[N+]([O-])=O.C([O-])([O-])=O.[K+].[K+].[C:18]([CH2:20]C(OCC1C=CC=CC=1)=O)#[N:19].Cl. The catalyst is [Pd].O.C(O)(=O)C.C(O)C.CN(C=O)C. The product is [CH3:8][C:6]1[CH:5]=[C:4]2[C:3]([CH:20]=[CH:18][NH:19]2)=[N:2][CH:7]=1. The yield is 0.600. (7) The catalyst is C(OCC)C. The yield is 0.970. The reactants are [CH3:1][C:2]1[CH:17]=[CH:16][C:5]2[N:6]=[C:7]([C:10]3[CH:15]=[CH:14][CH:13]=[CH:12][CH:11]=3)[CH2:8][O:9][C:4]=2[CH:3]=1.FC(F)(F)C(O)=O.[N:25](OCCCC)=[O:26]. The product is [CH3:1][C:2]1[CH:17]=[CH:16][C:5]2[N:6]([N:25]=[O:26])[CH:7]([C:10]3[CH:15]=[CH:14][CH:13]=[CH:12][CH:11]=3)[CH2:8][O:9][C:4]=2[CH:3]=1.